From a dataset of Full USPTO retrosynthesis dataset with 1.9M reactions from patents (1976-2016). Predict the reactants needed to synthesize the given product. (1) Given the product [CH2:1]([N:8]([CH2:28][C:29]1[CH:34]=[CH:33][C:32]([O:35][CH3:36])=[CH:31][CH:30]=1)[S:9]([C:12]1[CH:27]=[CH:26][C:15]([C:16]([OH:18])=[O:17])=[CH:14][CH:13]=1)(=[O:11])=[O:10])[C:2]1[CH:7]=[CH:6][CH:5]=[CH:4][CH:3]=1, predict the reactants needed to synthesize it. The reactants are: [CH2:1]([N:8]([CH2:28][C:29]1[CH:34]=[CH:33][C:32]([O:35][CH3:36])=[CH:31][CH:30]=1)[S:9]([C:12]1[CH:27]=[CH:26][C:15]([C:16]([O:18]CC2C=CC=CC=2)=[O:17])=[CH:14][CH:13]=1)(=[O:11])=[O:10])[C:2]1[CH:7]=[CH:6][CH:5]=[CH:4][CH:3]=1.[OH-].[Na+].Cl. (2) Given the product [CH:1]1([O:7][C:8]2[CH:9]=[C:10]([C:14]3([C:31]4[CH:36]=[CH:35][N:34]=[CH:33][CH:32]=4)[C:22]4[C:17](=[N:18][CH:19]=[CH:20][CH:21]=4)[C:16]([NH2:23])=[N:15]3)[CH:11]=[CH:12][CH:13]=2)[CH2:5][CH2:4][CH2:3][CH2:2]1, predict the reactants needed to synthesize it. The reactants are: [CH:1]1(Br)[CH2:5][CH2:4][CH2:3][CH2:2]1.[OH:7][C:8]1[CH:9]=[C:10]([C:14]2([C:31]3[CH:36]=[CH:35][N:34]=[CH:33][CH:32]=3)[C:22]3[C:17](=[N:18][CH:19]=[CH:20][CH:21]=3)[C:16]([NH:23]C(=O)OC(C)(C)C)=[N:15]2)[CH:11]=[CH:12][CH:13]=1.C(=O)([O-])[O-].[Cs+].[Cs+]. (3) Given the product [CH3:1][C:2]1[C:11]2[C:6](=[C:7]([NH:12][C:21]([NH:20][CH2:19][C:18]3[CH:17]=[CH:16][C:15]([C:14]([F:13])([F:26])[F:25])=[CH:24][CH:23]=3)=[O:22])[CH:8]=[CH:9][CH:10]=2)[CH:5]=[CH:4][N:3]=1, predict the reactants needed to synthesize it. The reactants are: [CH3:1][C:2]1[C:11]2[CH:10]=[CH:9][CH:8]=[C:7]([NH2:12])[C:6]=2[CH:5]=[CH:4][N:3]=1.[F:13][C:14]([F:26])([F:25])[C:15]1[CH:24]=[CH:23][C:18]([CH2:19][N:20]=[C:21]=[O:22])=[CH:17][CH:16]=1. (4) Given the product [Br:1][C:2]1[CH:3]=[C:4]2[C:9](=[CH:10][CH:11]=1)[N:8]=[CH:7][C:6]([C:12]([CH:14]1[CH2:16][CH2:15]1)=[O:13])=[C:5]2[NH:18][CH2:19][CH:20]1[CH2:25][CH2:24][N:23]([C:26]([O:28][C:29]([CH3:32])([CH3:31])[CH3:30])=[O:27])[CH2:22][CH2:21]1, predict the reactants needed to synthesize it. The reactants are: [Br:1][C:2]1[CH:3]=[C:4]2[C:9](=[CH:10][CH:11]=1)[N:8]=[CH:7][C:6]([C:12]([CH:14]1[CH2:16][CH2:15]1)=[O:13])=[C:5]2Cl.[NH2:18][CH2:19][CH:20]1[CH2:25][CH2:24][N:23]([C:26]([O:28][C:29]([CH3:32])([CH3:31])[CH3:30])=[O:27])[CH2:22][CH2:21]1. (5) Given the product [F:24][CH2:23][C:21]1[N:20]=[CH:19][N:18]=[C:17]([NH:12][CH2:11][C:9]2[CH:10]=[C:5]3[CH:4]=[C:3]([C:2]([F:1])([F:14])[F:15])[NH:13][C:6]3=[N:7][CH:8]=2)[CH:22]=1, predict the reactants needed to synthesize it. The reactants are: [F:1][C:2]([F:15])([F:14])[C:3]1[NH:13][C:6]2=[N:7][CH:8]=[C:9]([CH2:11][NH2:12])[CH:10]=[C:5]2[CH:4]=1.Cl[C:17]1[CH:22]=[C:21]([CH2:23][F:24])[N:20]=[CH:19][N:18]=1.CCN(C(C)C)C(C)C. (6) Given the product [CH3:20][O:21][NH:22][C:3]1[S:4]/[C:5](=[CH:9]\[C:10]2[CH:11]=[C:12]3[C:17](=[CH:18][CH:19]=2)[N:16]=[CH:15][CH:14]=[CH:13]3)/[C:6](=[O:8])[N:7]=1, predict the reactants needed to synthesize it. The reactants are: CS[C:3]1[S:4]/[C:5](=[CH:9]\[C:10]2[CH:11]=[C:12]3[C:17](=[CH:18][CH:19]=2)[N:16]=[CH:15][CH:14]=[CH:13]3)/[C:6](=[O:8])[N:7]=1.[CH3:20][O:21][NH2:22].CCN(C(C)C)C(C)C. (7) Given the product [F:47][C:46]([F:49])([F:48])[S:43]([O:15][C:13]1[N:12]=[N:11][C:10]2[N:6]([CH:1]3[CH2:5][CH2:4][CH2:3][CH2:2]3)[C:7]3[N:20]=[C:19]([NH2:21])[N:18]=[CH:17][C:8]=3[C:9]=2[CH:14]=1)(=[O:45])=[O:44], predict the reactants needed to synthesize it. The reactants are: [CH:1]1([N:6]2[C:10]3[N:11]=[N:12][C:13]([O:15]C)=[CH:14][C:9]=3[C:8]3[CH:17]=[N:18][C:19]([NH2:21])=[N:20][C:7]2=3)[CH2:5][CH2:4][CH2:3][CH2:2]1.Cl.N1C=CC=CC=1.C(N(CC)CC)C.C1C=CC(N([S:43]([C:46]([F:49])([F:48])[F:47])(=[O:45])=[O:44])[S:43]([C:46]([F:49])([F:48])[F:47])(=[O:45])=[O:44])=CC=1. (8) The reactants are: [CH3:1][O:2][C:3](=[O:32])[CH2:4][CH:5]([C:19]1[CH:24]=[CH:23][C:22]([O:25][CH:26]([F:28])[F:27])=[C:21]([O:29][CH2:30][CH3:31])[CH:20]=1)[N:6]1[CH2:14][C:13]2[C:8](=[C:9]([N+:15]([O-])=O)[CH:10]=[CH:11][CH:12]=2)[C:7]1=[O:18]. Given the product [CH3:1][O:2][C:3](=[O:32])[CH2:4][CH:5]([N:6]1[CH2:14][C:13]2[C:8](=[C:9]([NH2:15])[CH:10]=[CH:11][CH:12]=2)[C:7]1=[O:18])[C:19]1[CH:24]=[CH:23][C:22]([O:25][CH:26]([F:28])[F:27])=[C:21]([O:29][CH2:30][CH3:31])[CH:20]=1, predict the reactants needed to synthesize it. (9) Given the product [Br-:19].[O:1]1[C:6]2[CH:7]=[CH:8][CH:9]=[CH:10][C:5]=2[O:4][CH2:3][CH:2]1[CH2:11][N+:12]1[C:16]([Cl:17])=[C:15]([Cl:18])[N:14]([CH2:20][C:21]2[CH:30]=[CH:29][C:28]3[C:23](=[CH:24][CH:25]=[CH:26][CH:27]=3)[CH:22]=2)[CH:13]=1, predict the reactants needed to synthesize it. The reactants are: [O:1]1[C:6]2[CH:7]=[CH:8][CH:9]=[CH:10][C:5]=2[O:4][CH2:3][CH:2]1[CH2:11][N:12]1[C:16]([Cl:17])=[C:15]([Cl:18])[N:14]=[CH:13]1.[Br:19][CH2:20][C:21]1[CH:30]=[CH:29][C:28]2[C:23](=[CH:24][CH:25]=[CH:26][CH:27]=2)[CH:22]=1. (10) Given the product [CH3:1][C:2]1[CH:7]=[CH:6][C:5]([NH:8][C:9](=[O:24])[C:10]2[CH:15]=[CH:14][C:13]([CH2:16][N:17]3[CH2:22][CH2:21][N:20]([CH3:23])[CH2:19][CH2:18]3)=[CH:12][CH:11]=2)=[CH:4][C:3]=1[NH:25][C:26]([N:28]1[C:32]2[N:33]=[CH:34][N:35]=[C:36]([NH:42][C:43]3[CH:51]=[CH:50][CH:49]=[C:45]([C:46](=[O:47])[NH2:48])[CH:44]=3)[C:31]=2[CH:30]=[CH:29]1)=[O:27], predict the reactants needed to synthesize it. The reactants are: [CH3:1][C:2]1[CH:7]=[CH:6][C:5]([NH:8][C:9](=[O:24])[C:10]2[CH:15]=[CH:14][C:13]([CH2:16][N:17]3[CH2:22][CH2:21][N:20]([CH3:23])[CH2:19][CH2:18]3)=[CH:12][CH:11]=2)=[CH:4][C:3]=1[NH:25][C:26]([N:28]1[C:32]2[N:33]=[CH:34][N:35]=[C:36](Cl)[C:31]=2[CH:30]=[CH:29]1)=[O:27].C(Cl)(=O)C.[NH2:42][C:43]1[CH:44]=[C:45]([CH:49]=[CH:50][CH:51]=1)[C:46]([NH2:48])=[O:47].